From a dataset of Full USPTO retrosynthesis dataset with 1.9M reactions from patents (1976-2016). Predict the reactants needed to synthesize the given product. (1) Given the product [O:20]=[C:21]1[C:25]([C:26]2[CH:31]=[CH:30][CH:29]=[CH:28][CH:27]=2)([C:32]2[CH:37]=[CH:36][CH:35]=[CH:34][CH:33]=2)[CH2:24][CH2:23][N:22]1[CH2:38][C:39]1[O:1][N:2]=[C:3]([C:6]2[CH:7]=[CH:8][C:9]([NH:12][C:13](=[O:19])[O:14][C:15]([CH3:18])([CH3:17])[CH3:16])=[N:10][CH:11]=2)[N:4]=1, predict the reactants needed to synthesize it. The reactants are: [OH:1][NH:2]/[C:3](/[C:6]1[CH:7]=[CH:8][C:9]([NH:12][C:13](=[O:19])[O:14][C:15]([CH3:18])([CH3:17])[CH3:16])=[N:10][CH:11]=1)=[N:4]\[H].[O:20]=[C:21]1[C:25]([C:32]2[CH:37]=[CH:36][CH:35]=[CH:34][CH:33]=2)([C:26]2[CH:31]=[CH:30][CH:29]=[CH:28][CH:27]=2)[CH2:24][CH2:23][N:22]1[CH2:38][C:39](O)=O.Cl.C(N=C=NCCCN(C)C)C. (2) Given the product [Cl:23][C:24]1[S:25][C:3]2[CH:4]=[C:5]([C:6]#[N:7])[CH:8]=[CH:9][C:2]=2[N:1]=1, predict the reactants needed to synthesize it. The reactants are: [NH2:1][C:2]1[CH:9]=[CH:8][C:5]([C:6]#[N:7])=[CH:4][C:3]=1Cl.SC1SC2C=C(C#N)C=CC=2N=1.[Cl:23][C:24]1[S:25]C2C=CC(Cl)=CC=2N=1. (3) Given the product [Br:1][C:2]1[S:3][C:4]([C:17]2[CH:22]=[CH:21][CH:20]=[C:19]([CH3:23])[N:18]=2)=[CH:5][C:6]=1[CH3:7], predict the reactants needed to synthesize it. The reactants are: [Br:1][C:2]1[S:3][CH:4]=[CH:5][C:6]=1[CH3:7].[Li+].CC([N-]C(C)C)C.Br[C:17]1[CH:22]=[CH:21][CH:20]=[C:19]([CH3:23])[N:18]=1. (4) Given the product [F:1][C:2]1[CH:3]=[CH:4][C:5]([C:8]2[C:12]([CH2:13][NH2:14])=[C:11]([CH3:25])[O:10][N:9]=2)=[CH:6][CH:7]=1, predict the reactants needed to synthesize it. The reactants are: [F:1][C:2]1[CH:7]=[CH:6][C:5]([C:8]2[C:12]([CH2:13][N:14]3C(=O)C4C(=CC=CC=4)C3=O)=[C:11]([CH3:25])[O:10][N:9]=2)=[CH:4][CH:3]=1.O.NN. (5) Given the product [F:1][C:2]1[CH:3]=[C:4]2[C:8](=[CH:9][C:10]=1[F:11])[N:7]([S:21]([C:15]1[CH:20]=[CH:19][CH:18]=[CH:17][CH:16]=1)(=[O:23])=[O:22])[CH:6]=[C:5]2[I:12], predict the reactants needed to synthesize it. The reactants are: [F:1][C:2]1[CH:3]=[C:4]2[C:8](=[CH:9][C:10]=1[F:11])[NH:7][CH:6]=[C:5]2[I:12].[H-].[Na+].[C:15]1([S:21](Cl)(=[O:23])=[O:22])[CH:20]=[CH:19][CH:18]=[CH:17][CH:16]=1.